This data is from Full USPTO retrosynthesis dataset with 1.9M reactions from patents (1976-2016). The task is: Predict the reactants needed to synthesize the given product. (1) Given the product [CH2:7]([NH:14][CH2:2][Si:3]([CH3:6])([CH3:5])[CH3:4])[C:8]1[CH:13]=[CH:12][CH:11]=[CH:10][CH:9]=1, predict the reactants needed to synthesize it. The reactants are: Cl[CH2:2][Si:3]([CH3:6])([CH3:5])[CH3:4].[CH2:7]([NH2:14])[C:8]1[CH:13]=[CH:12][CH:11]=[CH:10][CH:9]=1.[OH-].[Na+]. (2) Given the product [OH:2][C:3]1[C:8]2[CH:9]=[CH:10][O:11][C:7]=2[C:6]([C:12]2[C:13](=[O:31])[NH:14][C:15](=[O:30])[C:16]=2[C:17]2[C:25]3[C:20](=[CH:21][CH:22]=[CH:23][CH:24]=3)[N:19]([CH2:26][CH2:27][CH2:28][OH:29])[CH:18]=2)=[CH:5][CH:4]=1, predict the reactants needed to synthesize it. The reactants are: C[O:2][C:3]1[C:8]2[CH:9]=[CH:10][O:11][C:7]=2[C:6]([C:12]2[C:13](=[O:31])[NH:14][C:15](=[O:30])[C:16]=2[C:17]2[C:25]3[C:20](=[CH:21][CH:22]=[CH:23][CH:24]=3)[N:19]([CH2:26][CH2:27][CH2:28][OH:29])[CH:18]=2)=[CH:5][CH:4]=1.B(Br)(Br)Br. (3) Given the product [CH2:18]([O:17][C:13](=[O:16])[CH2:14][CH2:15][N:9]1[C:10]2[C:5](=[CH:4][CH:3]=[C:2]([Br:1])[CH:11]=2)[CH:6]=[CH:7][C:8]1=[O:12])[CH3:19], predict the reactants needed to synthesize it. The reactants are: [Br:1][C:2]1[CH:11]=[C:10]2[C:5]([CH:6]=[CH:7][C:8](=[O:12])[NH:9]2)=[CH:4][CH:3]=1.[C:13]([O:17][CH2:18][CH3:19])(=[O:16])[CH:14]=[CH2:15]. (4) The reactants are: [C:1]([C@:3]12[CH2:20][CH2:19][C@@:17]3([CH3:18])[C@@H:13]([CH2:14][C@@H:15](CC([O-])=O)[CH2:16]3)[C@@H:12]1[CH2:11][CH2:10][C:9]1[CH:8]=[C:7]([OH:25])[CH:6]=[CH:5][C:4]2=1)#[N:2].C(=O)([O-])[O-:27].[K+].[K+]. Given the product [C:1]([C@:3]12[CH2:20][CH2:19][C@@:17]3([CH3:18])[C@@H:13]([CH2:14][C@@H:15]([OH:27])[CH2:16]3)[C@@H:12]1[CH2:11][CH2:10][C:9]1[CH:8]=[C:7]([OH:25])[CH:6]=[CH:5][C:4]2=1)#[N:2], predict the reactants needed to synthesize it. (5) The reactants are: [C:1]([CH:8]1[CH2:13][C:12]2([CH2:16][NH2:17])[CH2:14][CH2:15][C:9]1([C:18]([NH2:20])=O)[CH2:10][CH2:11]2)([O:3][C:4]([CH3:7])([CH3:6])[CH3:5])=[O:2].[OH-].COC(NS([N+](CC)(CC)CC)(=O)=O)=O.C(Cl)(Cl)Cl.CO.O.O. Given the product [C:1]([CH:8]1[CH2:13][C:12]2([CH2:16][NH2:17])[CH2:11][CH2:10][C:9]1([C:18]#[N:20])[CH2:15][CH2:14]2)([O:3][C:4]([CH3:7])([CH3:6])[CH3:5])=[O:2], predict the reactants needed to synthesize it. (6) Given the product [CH2:1]([N:8]1[CH2:13][CH2:12][CH:11]([NH:14][C:15]2[CH:20]=[CH:19][C:18]([F:21])=[CH:17][C:16]=2[NH2:22])[CH2:10][CH2:9]1)[C:2]1[CH:7]=[CH:6][CH:5]=[CH:4][CH:3]=1, predict the reactants needed to synthesize it. The reactants are: [CH2:1]([N:8]1[CH2:13][CH2:12][CH:11]([NH:14][C:15]2[CH:20]=[CH:19][C:18]([F:21])=[CH:17][C:16]=2[N+:22]([O-])=O)[CH2:10][CH2:9]1)[C:2]1[CH:7]=[CH:6][CH:5]=[CH:4][CH:3]=1.CO.